Dataset: Full USPTO retrosynthesis dataset with 1.9M reactions from patents (1976-2016). Task: Predict the reactants needed to synthesize the given product. (1) Given the product [CH2:13]([O:12][C:11]1[C:2]([NH:28][C:29]2[CH:30]=[CH:31][C:32]([C:33]([O:35][CH2:36][CH3:37])=[O:34])=[CH:38][CH:39]=2)=[CH:3][C:4]2[C:5]([CH3:21])=[CH:6][CH2:7][C:8]([CH3:20])([CH3:19])[C:9]=2[CH:10]=1)[CH2:14][CH2:15][CH2:16][CH2:17][CH3:18], predict the reactants needed to synthesize it. The reactants are: Br[C:2]1[CH:3]=[C:4]2[C:9](=[CH:10][C:11]=1[O:12][CH2:13][CH2:14][CH2:15][CH2:16][CH2:17][CH3:18])[C:8]([CH3:20])([CH3:19])[CH2:7][CH:6]=[C:5]2[CH3:21].CC([O-])(C)C.[Na+].[NH2:28][C:29]1[CH:39]=[CH:38][C:32]([C:33]([O:35][CH2:36][CH3:37])=[O:34])=[CH:31][CH:30]=1. (2) Given the product [Br:1][C:2]1[N:3]=[C:4]2[C:10]([CH2:33][CH3:34])=[C:9]([C:12]3[CH:17]=[CH:16][C:15]([C:18]4([CH3:23])[O:22][CH2:21][CH2:20][O:19]4)=[CH:14][CH:13]=3)[N:8]([CH2:24][O:25][CH2:26][CH2:27][Si:28]([CH3:31])([CH3:30])[CH3:29])[C:5]2=[N:6][CH:7]=1, predict the reactants needed to synthesize it. The reactants are: [Br:1][C:2]1[N:3]=[C:4]2[C:10](I)=[C:9]([C:12]3[CH:17]=[CH:16][C:15]([C:18]4([CH3:23])[O:22][CH2:21][CH2:20][O:19]4)=[CH:14][CH:13]=3)[N:8]([CH2:24][O:25][CH2:26][CH2:27][Si:28]([CH3:31])([CH3:30])[CH3:29])[C:5]2=[N:6][CH:7]=1.[Li][CH2:33][CH2:34]CC.C(I)C.[NH4+].[Cl-]. (3) Given the product [F:23][C:24]1[CH:31]=[CH:30][C:27]([CH2:28][O:1][C:2]2[CH:3]=[C:4]3[C:8](=[CH:9][CH:10]=2)[C:7](=[O:11])[N:6]([CH2:12][CH2:13][O:14][CH3:15])[C:5]3=[O:16])=[CH:26][CH:25]=1, predict the reactants needed to synthesize it. The reactants are: [OH:1][C:2]1[CH:3]=[C:4]2[C:8](=[CH:9][CH:10]=1)[C:7](=[O:11])[N:6]([CH2:12][CH2:13][O:14][CH3:15])[C:5]2=[O:16].C(=O)([O-])[O-].[K+].[K+].[F:23][C:24]1[CH:31]=[CH:30][C:27]([CH2:28]Br)=[CH:26][CH:25]=1. (4) Given the product [CH2:1]([O:3][C:4]([C:6]1[C:7](=[O:18])[N:8]([CH2:22][CH:23]2[CH2:26][CH2:25][CH2:24]2)[N:9]=[C:10]([CH2:13][C:14]([CH3:17])([CH3:16])[CH3:15])[C:11]=1[OH:12])=[O:5])[CH3:2], predict the reactants needed to synthesize it. The reactants are: [CH2:1]([O:3][C:4]([C:6]1[C:7](=[O:18])[NH:8][N:9]=[C:10]([CH2:13][C:14]([CH3:17])([CH3:16])[CH3:15])[C:11]=1[OH:12])=[O:5])[CH3:2].[H-].[Na+].Br[CH2:22][CH:23]1[CH2:26][CH2:25][CH2:24]1. (5) Given the product [I:42][CH2:2][CH:3]1[CH2:7][N:6]([CH2:8][C:9]2[CH:14]=[CH:13][C:12]([O:15][CH3:16])=[CH:11][CH:10]=2)[C:5](=[O:17])[CH2:4]1, predict the reactants needed to synthesize it. The reactants are: O[CH2:2][CH:3]1[CH2:7][N:6]([CH2:8][C:9]2[CH:14]=[CH:13][C:12]([O:15][CH3:16])=[CH:11][CH:10]=2)[C:5](=[O:17])[CH2:4]1.C1(P(C2C=CC=CC=2)C2C=CC=CC=2)C=CC=CC=1.N1C=CN=C1.[I:42]I.S([O-])([O-])(=O)=S.[Na+].[Na+]. (6) Given the product [Br:1][C:2]1[CH:7]=[CH:6][C:5]([F:8])=[CH:4][C:3]=1[CH2:9][CH2:10][S:11]([NH:18][C:17]1[CH:19]=[CH:20][CH:21]=[CH:22][C:16]=1[F:15])(=[O:13])=[O:12], predict the reactants needed to synthesize it. The reactants are: [Br:1][C:2]1[CH:7]=[CH:6][C:5]([F:8])=[CH:4][C:3]=1[CH2:9][CH2:10][S:11](Cl)(=[O:13])=[O:12].[F:15][C:16]1[CH:22]=[CH:21][CH:20]=[CH:19][C:17]=1[NH2:18].N1C=CC=CC=1. (7) Given the product [CH2:1]([O:5][C:6]1[C:11]([CH3:12])=[C:10]([N:17]2[CH2:18][CH:19]([CH3:21])[CH2:20][CH:15]([CH3:14])[CH2:16]2)[N:9]=[CH:8][N:7]=1)[C:2]#[C:3][CH3:4], predict the reactants needed to synthesize it. The reactants are: [CH2:1]([O:5][C:6]1[C:11]([CH3:12])=[C:10](Cl)[N:9]=[CH:8][N:7]=1)[C:2]#[C:3][CH3:4].[CH3:14][CH:15]1[CH2:20][CH:19]([CH3:21])[CH2:18][NH:17][CH2:16]1. (8) The reactants are: [C:1]([N:4]1[CH2:9][CH2:8][N:7]([C:10]2[CH:11]=[CH:12][C:13]([NH:16][C:17](=[O:34])[CH2:18][C:19]3[CH:24]=[CH:23][C:22](B4OC(C)(C)C(C)(C)O4)=[CH:21][CH:20]=3)=[N:14][CH:15]=2)[CH2:6][CH2:5]1)(=[O:3])[CH3:2].Cl[C:36]1[CH:41]=[C:40]([CH3:42])[N:39]=[CH:38][N:37]=1.[O-]P([O-])([O-])=O.[K+].[K+].[K+]. Given the product [C:1]([N:4]1[CH2:9][CH2:8][N:7]([C:10]2[CH:11]=[CH:12][C:13]([NH:16][C:17](=[O:34])[CH2:18][C:19]3[CH:20]=[CH:21][C:22]([C:36]4[CH:41]=[C:40]([CH3:42])[N:39]=[CH:38][N:37]=4)=[CH:23][CH:24]=3)=[N:14][CH:15]=2)[CH2:6][CH2:5]1)(=[O:3])[CH3:2], predict the reactants needed to synthesize it. (9) The reactants are: C(OC([NH:8][CH2:9][C@H:10]1[CH2:15][CH2:14][C@H:13]([C:16]([NH:18][C@H:19]([C:51](=[O:64])[NH:52][C:53]2[CH:58]=[CH:57][C:56]([C:59]3[N:60]=[N:61][NH:62][N:63]=3)=[CH:55][CH:54]=2)[CH2:20][C:21]2[CH:26]=[CH:25][C:24]([C:27]3[CH:32]=[CH:31][C:30]([C:33]([NH:35][CH:36]4[CH2:41][CH2:40][N:39](C(OC(C)(C)C)=O)[CH2:38][CH2:37]4)=[O:34])=[C:29]([CH3:49])[C:28]=3[CH3:50])=[CH:23][CH:22]=2)=[O:17])[CH2:12][CH2:11]1)=O)(C)(C)C.[ClH:65]. Given the product [ClH:65].[NH2:8][CH2:9][C@H:10]1[CH2:15][CH2:14][C@H:13]([C:16]([NH:18][C@H:19]([C:51](=[O:64])[NH:52][C:53]2[CH:54]=[CH:55][C:56]([C:59]3[N:60]=[N:61][NH:62][N:63]=3)=[CH:57][CH:58]=2)[CH2:20][C:21]2[CH:22]=[CH:23][C:24]([C:27]3[CH:32]=[CH:31][C:30]([C:33]([NH:35][CH:36]4[CH2:37][CH2:38][NH:39][CH2:40][CH2:41]4)=[O:34])=[C:29]([CH3:49])[C:28]=3[CH3:50])=[CH:25][CH:26]=2)=[O:17])[CH2:12][CH2:11]1, predict the reactants needed to synthesize it. (10) Given the product [Cl:1][C:2]1[C:3]([C:23]2[CH:24]=[CH:25][C:26]([O:29][CH3:30])=[CH:27][CH:28]=2)=[C:4]2[C:18]3[CH2:19][CH2:20][S:21](=[O:34])[CH2:22][C:17]=3[S:16][C:5]2=[N:6][C:7]=1[CH2:8][N:9]1[C:10](=[O:15])[CH2:11][CH2:12][C:13]1=[O:14], predict the reactants needed to synthesize it. The reactants are: [Cl:1][C:2]1[C:3]([C:23]2[CH:28]=[CH:27][C:26]([O:29][CH3:30])=[CH:25][CH:24]=2)=[C:4]2[C:18]3[CH2:19][CH2:20][S:21][CH2:22][C:17]=3[S:16][C:5]2=[N:6][C:7]=1[CH2:8][N:9]1[C:13](=[O:14])[CH2:12][CH2:11][C:10]1=[O:15].CN(C)C=[O:34].OO.S([O-])([O-])(=O)=S.[Na+].[Na+].